From a dataset of Full USPTO retrosynthesis dataset with 1.9M reactions from patents (1976-2016). Predict the reactants needed to synthesize the given product. (1) Given the product [CH:2]([N:5]1[C:13]2[C:8](=[CH:9][C:10]([C:14]3[O:18][N:17]=[C:16]([C:19]4[CH:28]=[CH:27][CH:26]=[C:25]5[C:20]=4[CH2:21][CH2:22][CH2:23][CH:24]5[NH:29][C:31]([N:49]4[CH2:53][CH2:52][CH:51]([OH:54])[CH2:50]4)=[O:33])[N:15]=3)=[CH:11][CH:12]=2)[CH:7]=[CH:6]1)([CH3:4])[CH3:3], predict the reactants needed to synthesize it. The reactants are: Cl.[CH:2]([N:5]1[C:13]2[C:8](=[CH:9][C:10]([C:14]3[O:18][N:17]=[C:16]([C:19]4[CH:28]=[CH:27][CH:26]=[C:25]5[C:20]=4[CH2:21][CH2:22][CH2:23][CH:24]5[NH2:29])[N:15]=3)=[CH:11][CH:12]=2)[CH:7]=[CH:6]1)([CH3:4])[CH3:3].Cl[C:31](Cl)([O:33]C(=O)OC(Cl)(Cl)Cl)Cl.C(N(CC)CC)C.[NH:49]1[CH2:53][CH2:52][CH:51]([OH:54])[CH2:50]1. (2) Given the product [CH2:33]([NH:32][CH2:17][CH2:18][CH2:19][CH2:20][CH2:21][CH2:22][CH2:23][CH2:24][CH2:25][CH2:26][CH2:27][CH2:28][CH2:29][CH3:30])[CH2:34][CH2:35][CH2:36][CH2:37][CH2:38][CH2:39][CH2:40][CH2:41][CH2:42][CH2:43][CH2:44][CH2:45][CH3:46], predict the reactants needed to synthesize it. The reactants are: C(Cl)(=O)CCCCCCCCCCCCC.[C:17]([NH:32][CH2:33][CH2:34][CH2:35][CH2:36][CH2:37][CH2:38][CH2:39][CH2:40][CH2:41][CH2:42][CH2:43][CH2:44][CH2:45][CH3:46])(=O)[CH2:18][CH2:19][CH2:20][CH2:21][CH2:22][CH2:23][CH2:24][CH2:25][CH2:26][CH2:27][CH2:28][CH2:29][CH3:30].C(N)CCCCCCCCCCCCC.C1CCN2C(=NCCC2)CC1. (3) Given the product [O:12]=[S:10]1(=[O:11])[C:3]2[C:2](=[CH:7][C:6]([C:8]#[N:9])=[CH:5][CH:4]=2)[C:15]2[C:14](=[C:23]3[C:18](=[CH:17][CH:16]=2)[CH:19]=[CH:20][CH:21]=[N:22]3)[NH:13]1, predict the reactants needed to synthesize it. The reactants are: N[C:2]1[CH:7]=[C:6]([C:8]#[N:9])[CH:5]=[CH:4][C:3]=1[S:10]([NH:13][C:14]1[CH:15]=[CH:16][CH:17]=[C:18]2[C:23]=1[N:22]=[CH:21][CH:20]=[CH:19]2)(=[O:12])=[O:11].N(OC(C)(C)C)=O.CC(O)=O. (4) Given the product [Cl:1][C:2]1[CH:9]=[C:8]([N:10]([CH2:16][C:17]2[CH:22]=[CH:21][CH:20]=[CH:19][C:18]=2[Cl:23])[C@H:11]2[CH2:15][CH2:14][N:13]([CH2:25][C:26]([N:28]([CH3:30])[CH3:29])=[O:27])[CH2:12]2)[CH:7]=[CH:6][C:3]=1[C:4]#[N:5], predict the reactants needed to synthesize it. The reactants are: [Cl:1][C:2]1[CH:9]=[C:8]([N:10]([CH2:16][C:17]2[CH:22]=[CH:21][CH:20]=[CH:19][C:18]=2[Cl:23])[C@H:11]2[CH2:15][CH2:14][NH:13][CH2:12]2)[CH:7]=[CH:6][C:3]=1[C:4]#[N:5].Cl[CH2:25][C:26]([N:28]([CH3:30])[CH3:29])=[O:27]. (5) Given the product [CH2:1]([N:8]([CH2:16][C:17]1[CH:22]=[CH:21][CH:20]=[CH:19][CH:18]=1)[C@@H:9]([CH2:13][CH2:14][CH3:15])[C:10]([N:53]([O:54][CH3:55])[CH3:52])=[O:11])[C:2]1[CH:7]=[CH:6][CH:5]=[CH:4][CH:3]=1, predict the reactants needed to synthesize it. The reactants are: [CH2:1]([N:8]([CH2:16][C:17]1[CH:22]=[CH:21][CH:20]=[CH:19][CH:18]=1)[C@@H:9]([CH2:13][CH2:14][CH3:15])[C:10](O)=[O:11])[C:2]1[CH:7]=[CH:6][CH:5]=[CH:4][CH:3]=1.ON1C2C=CC=CC=2N=N1.C(N=C=NCCCN(C)C)C.CN1CCOCC1.Cl.[CH3:52][NH:53][O:54][CH3:55]. (6) Given the product [Cl:37][C:28]1[C:29]([C:33]([F:34])([F:35])[F:36])=[CH:30][CH:31]=[CH:32][C:27]=1[CH2:26][N:14]1[C:15](=[O:23])[C:16]([C:18]([O:20][CH2:21][CH3:22])=[O:19])=[CH:17][N:12]([C:3]2[C:2]([CH3:1])=[CH:11][C:6]3[NH:7][C:8](=[O:10])[NH:9][C:5]=3[CH:4]=2)[C:13]1=[O:24], predict the reactants needed to synthesize it. The reactants are: [CH3:1][C:2]1[C:3]([N:12]2[CH:17]=[C:16]([C:18]([O:20][CH2:21][CH3:22])=[O:19])[C:15](=[O:23])[NH:14][C:13]2=[O:24])=[CH:4][C:5]2[NH:9][C:8](=[O:10])[NH:7][C:6]=2[CH:11]=1.Br[CH2:26][C:27]1[CH:32]=[CH:31][CH:30]=[C:29]([C:33]([F:36])([F:35])[F:34])[C:28]=1[Cl:37]. (7) Given the product [CH:10]1([CH2:16][N:17]2[C:21]3[CH:22]=[CH:23][C:24]([NH:26][C:3](=[O:4])[C:2]([CH3:8])([CH3:1])[CH2:6][CH3:7])=[CH:25][C:20]=3[N:19]=[C:18]2[C:27]([CH3:30])([CH3:31])[CH2:28][CH3:29])[CH2:11][CH2:12][CH2:13][CH2:14][CH2:15]1, predict the reactants needed to synthesize it. The reactants are: [CH3:1][C:2]([CH3:8])([CH2:6][CH3:7])[C:3](Cl)=[O:4].Cl.[CH:10]1([CH2:16][N:17]2[C:21]3[CH:22]=[CH:23][C:24]([NH2:26])=[CH:25][C:20]=3[N:19]=[C:18]2[C:27]([CH3:31])([CH3:30])[CH2:28][CH3:29])[CH2:15][CH2:14][CH2:13][CH2:12][CH2:11]1. (8) Given the product [Br:35][C:6]1[CH:7]=[C:8]2[CH:13]3[CH2:14][N:15]([C:18]([O:20][CH2:21][CH3:22])=[O:19])[CH2:16][CH2:17][CH:12]3[N:10]3[CH2:11][CH:2]([CH3:1])[N:3]([C:23]([O:25][CH2:26][CH3:27])=[O:24])[C:4]([CH:5]=1)=[C:9]23, predict the reactants needed to synthesize it. The reactants are: [CH3:1][CH:2]1[CH2:11][N:10]2[CH:12]3[CH2:17][CH2:16][N:15]([C:18]([O:20][CH2:21][CH3:22])=[O:19])[CH2:14][CH:13]3[C:8]3[C:9]2=[C:4]([CH:5]=[CH:6][CH:7]=3)[N:3]1[C:23]([O:25][CH2:26][CH3:27])=[O:24].C1C(=O)N([Br:35])C(=O)C1. (9) Given the product [O:34]=[C:5]1[C:4](=[O:3])[C:12]2[C:7](=[CH:8][CH:9]=[C:10]([S:13][CH2:14][CH2:15][C:16]3[CH:26]=[CH:25][C:19]([C:20]([O:22][CH2:23][CH3:24])=[O:21])=[CH:18][CH:17]=3)[CH:11]=2)[N:6]1[CH2:27][C:28]1[CH:29]=[CH:30][CH:31]=[CH:32][CH:33]=1, predict the reactants needed to synthesize it. The reactants are: Cl.C[O:3][C:4]1(OC)[C:12]2[C:7](=[CH:8][CH:9]=[C:10]([S:13][CH2:14][CH2:15][C:16]3[CH:26]=[CH:25][C:19]([C:20]([O:22][CH2:23][CH3:24])=[O:21])=[CH:18][CH:17]=3)[CH:11]=2)[N:6]([CH2:27][C:28]2[CH:33]=[CH:32][CH:31]=[CH:30][CH:29]=2)[C:5]1=[O:34]. (10) Given the product [CH2:3]([C:10]1[N:18]([CH2:19][C:20]2[CH:25]=[CH:24][C:23]([C:26]([F:29])([F:28])[F:27])=[CH:22][CH:21]=2)[C:17]2[C:12](=[N:13][C:40]([C:39]([OH:1])=[O:41])=[N:15][C:16]=2[NH:30][C@@H:31]([CH:33]2[CH2:36][CH2:35][CH2:34]2)[CH3:32])[N:11]=1)[C:4]1[CH:9]=[CH:8][CH:7]=[CH:6][CH:5]=1, predict the reactants needed to synthesize it. The reactants are: [OH-:1].[Na+].[CH2:3]([C:10]1[N:18]([CH2:19][C:20]2[CH:25]=[CH:24][C:23]([C:26]([F:29])([F:28])[F:27])=[CH:22][CH:21]=2)[C:17]2[C:12](=[N:13]C(C#N)=[N:15][C:16]=2[NH:30][C@@H:31]([CH:33]2[CH2:36][CH2:35][CH2:34]2)[CH3:32])[N:11]=1)[C:4]1[CH:9]=[CH:8][CH:7]=[CH:6][CH:5]=1.[CH2:39]([OH:41])[CH3:40].